From a dataset of Forward reaction prediction with 1.9M reactions from USPTO patents (1976-2016). Predict the product of the given reaction. (1) The product is: [CH2:1]([O:8][C:9]1[CH:14]=[C:13]([O:15][CH2:16][C:17]2[CH:22]=[CH:21][CH:20]=[CH:19][CH:18]=2)[C:12]([CH:23]([CH3:25])[CH3:24])=[CH:11][C:10]=1[C:26]1[O:30][N:29]=[C:28]([C:31]([NH:33][CH2:34][CH3:35])=[O:32])[C:27]=1[C:36]1[N:37]=[C:46]([CH:40]2[CH2:45][CH2:44][CH2:43][CH2:42][CH2:41]2)[O:39][N:38]=1)[C:2]1[CH:7]=[CH:6][CH:5]=[CH:4][CH:3]=1. Given the reactants [CH2:1]([O:8][C:9]1[CH:14]=[C:13]([O:15][CH2:16][C:17]2[CH:22]=[CH:21][CH:20]=[CH:19][CH:18]=2)[C:12]([CH:23]([CH3:25])[CH3:24])=[CH:11][C:10]=1[C:26]1[O:30][N:29]=[C:28]([C:31]([NH:33][CH2:34][CH3:35])=[O:32])[C:27]=1[C:36](=[N:38][OH:39])[NH2:37])[C:2]1[CH:7]=[CH:6][CH:5]=[CH:4][CH:3]=1.[CH:40]1([C:46](Cl)=O)[CH2:45][CH2:44][CH2:43][CH2:42][CH2:41]1, predict the reaction product. (2) Given the reactants [NH:1]1[C:5]2=[N+:6]([O-])[CH:7]=[CH:8][CH:9]=[C:4]2[CH:3]=[CH:2]1.O=P(Cl)(Cl)[Cl:13], predict the reaction product. The product is: [Cl:13][C:9]1[CH:8]=[CH:7][N:6]=[C:5]2[C:4]=1[CH:3]=[CH:2][NH:1]2. (3) The product is: [Br:23][CH2:3][C:4](=[O:22])[C@@H:5]([NH:14][C:15](=[O:21])[O:16][C:17]([CH3:20])([CH3:19])[CH3:18])[CH2:6][CH2:7][C:8]1[CH:13]=[CH:12][CH:11]=[CH:10][CH:9]=1. Given the reactants [N+](=[CH:3][C:4](=[O:22])[C@@H:5]([NH:14][C:15](=[O:21])[O:16][C:17]([CH3:20])([CH3:19])[CH3:18])[CH2:6][CH2:7][C:8]1[CH:13]=[CH:12][CH:11]=[CH:10][CH:9]=1)=[N-].[BrH:23].C(O)(=O)C, predict the reaction product. (4) Given the reactants [CH2:1]([O:8][C:9]1[CH:14]=[CH:13][C:12]([C:15]#[C:16][C:17]([O:19]CC)=O)=[CH:11][CH:10]=1)[C:2]1[CH:7]=[CH:6][CH:5]=[CH:4][CH:3]=1.Cl.[OH:23][NH2:24].CO.[OH-].[K+].Cl, predict the reaction product. The product is: [CH2:1]([O:8][C:9]1[CH:14]=[CH:13][C:12]([C:15]2[O:23][N:24]=[C:17]([OH:19])[CH:16]=2)=[CH:11][CH:10]=1)[C:2]1[CH:7]=[CH:6][CH:5]=[CH:4][CH:3]=1. (5) Given the reactants [CH:1]1([C:4]([N:6]2[CH2:10][CH2:9][C@@H:8]([CH2:11][NH:12][C:13]3[CH:18]=[CH:17][CH:16]=[CH:15][C:14]=3[N+:19]([O-])=O)[CH2:7]2)=[O:5])[CH2:3][CH2:2]1, predict the reaction product. The product is: [CH:1]1([C:4]([N:6]2[CH2:10][CH2:9][C@@H:8]([CH2:11][NH:12][C:13]3[C:14]([NH2:19])=[CH:15][CH:16]=[CH:17][CH:18]=3)[CH2:7]2)=[O:5])[CH2:3][CH2:2]1. (6) Given the reactants C(NC(C)C)(C)C.C([Li])CCC.[F:13][C:14]1[CH:19]=[CH:18][C:17]([Br:20])=[CH:16][CH:15]=1.[F:21][C:22]([F:29])([F:28])[C:23](OCC)=[O:24].[Cl-].[NH4+], predict the reaction product. The product is: [Br:20][C:17]1[CH:16]=[CH:15][C:14]([F:13])=[C:19]([C:23](=[O:24])[C:22]([F:29])([F:28])[F:21])[CH:18]=1. (7) Given the reactants [Cl:1][C:2]1[CH:3]=[C:4]([CH:20]=[C:21]([Cl:23])[CH:22]=1)[CH2:5][N:6]1[CH:10]=[CH:9][N:8]=[C:7]1[NH:11][C:12](=O)[C:13]1[CH:18]=[CH:17][CH:16]=[CH:15][CH:14]=1.[H-].[H-].[H-].[H-].[Li+].[Al+3].[O-]S([O-])(=O)=O.[Na+].[Na+], predict the reaction product. The product is: [CH2:12]([NH:11][C:7]1[N:6]([CH2:5][C:4]2[CH:20]=[C:21]([Cl:23])[CH:22]=[C:2]([Cl:1])[CH:3]=2)[CH:10]=[CH:9][N:8]=1)[C:13]1[CH:18]=[CH:17][CH:16]=[CH:15][CH:14]=1.